From a dataset of Full USPTO retrosynthesis dataset with 1.9M reactions from patents (1976-2016). Predict the reactants needed to synthesize the given product. (1) Given the product [CH3:24][O:23][C:21]1[CH:22]=[C:17]([N:7]2[CH2:6][C@H:3]3[C@H:2]([N:1]([C:9]([O:11][C:12]([CH3:15])([CH3:14])[CH3:13])=[O:10])[CH2:5][CH2:4]3)[CH2:8]2)[CH:18]=[N:19][CH:20]=1, predict the reactants needed to synthesize it. The reactants are: [N:1]1([C:9]([O:11][C:12]([CH3:15])([CH3:14])[CH3:13])=[O:10])[CH2:5][CH2:4][C@H:3]2[CH2:6][NH:7][CH2:8][C@@H:2]12.Br[C:17]1[CH:18]=[N:19][CH:20]=[C:21]([O:23][CH3:24])[CH:22]=1.CC(C)([O-])C.[Na+].C(OCC)C. (2) The reactants are: [F:1][C:2]([F:23])([F:22])[S:3]([NH:6][CH2:7][CH2:8][CH2:9][N:10]1[CH2:20][C:19]2[N:21]3[C:12](=[CH:13][N:14]=[C:15]3[CH:16]=[CH:17][CH:18]=2)[CH2:11]1)(=[O:5])=[O:4].[ClH:24]. Given the product [ClH:24].[ClH:24].[F:22][C:2]([F:1])([F:23])[S:3]([NH:6][CH2:7][CH2:8][CH2:9][N:10]1[CH2:20][C:19]2[N:21]3[C:12](=[CH:13][N:14]=[C:15]3[CH:16]=[CH:17][CH:18]=2)[CH2:11]1)(=[O:4])=[O:5], predict the reactants needed to synthesize it. (3) Given the product [Br:22][C:10]1[S:9][C:8]([C:5]2[CH:4]=[CH:3][C:2]([Cl:1])=[CH:7][CH:6]=2)=[N:12][C:11]=1[CH:13]=[O:14], predict the reactants needed to synthesize it. The reactants are: [Cl:1][C:2]1[CH:7]=[CH:6][C:5]([C:8]2[S:9][CH:10]=[C:11]([CH:13]=[O:14])[N:12]=2)=[CH:4][CH:3]=1.C1C(=O)N([Br:22])C(=O)C1. (4) The reactants are: [NH:1]1[CH2:6][CH2:5][O:4][C:3]2[N:7]=[CH:8][C:9]([C:11]3[N:12]=[C:13]([NH:20][C:21]4[CH:26]=[CH:25][C:24]([N:27]5[CH2:32][CH2:31][C:30](=O)[CH2:29][CH2:28]5)=[C:23]([O:34][CH3:35])[CH:22]=4)[C:14]4[N:15]([CH:17]=[CH:18][N:19]=4)[CH:16]=3)=[CH:10][C:2]1=2.Cl.[CH3:37][O:38][NH2:39].C(N(CC)CC)C. Given the product [CH3:37][O:38][N:39]=[C:30]1[CH2:29][CH2:28][N:27]([C:24]2[CH:25]=[CH:26][C:21]([NH:20][C:13]3[C:14]4[N:15]([CH:17]=[CH:18][N:19]=4)[CH:16]=[C:11]([C:9]4[CH:8]=[N:7][C:3]5[O:4][CH2:5][CH2:6][NH:1][C:2]=5[CH:10]=4)[N:12]=3)=[CH:22][C:23]=2[O:34][CH3:35])[CH2:32][CH2:31]1, predict the reactants needed to synthesize it. (5) Given the product [S:30]([O-:33])([O-:32])=[O:31].[Na+:34].[Na+:34].[Br:22][CH:8]([C:5]1[CH:6]=[CH:7][C:2]([Cl:1])=[CH:3][CH:4]=1)[C:9]([C:11]1[CH:12]=[CH:13][C:14]2[O:19][CH2:18][C:17](=[O:20])[NH:16][C:15]=2[CH:21]=1)=[O:10], predict the reactants needed to synthesize it. The reactants are: [Cl:1][C:2]1[CH:7]=[CH:6][C:5]([CH2:8][C:9]([C:11]2[CH:12]=[CH:13][C:14]3[O:19][CH2:18][C:17](=[O:20])[NH:16][C:15]=3[CH:21]=2)=[O:10])=[CH:4][CH:3]=1.[BrH:22].Br.[NH+]1C=CC=CC=1.[S:30]([O-:33])([O-:32])=[O:31].[Na+:34].[Na+]. (6) Given the product [CH3:20][O:19][CH2:18][CH2:17][O:16][C:4]1[CH:5]=[C:6]2[C:10](=[C:2]([NH:1][S:26]([C:22]3[S:21][CH:25]=[CH:24][CH:23]=3)(=[O:28])=[O:27])[CH:3]=1)[NH:9][C:8]([C:11]([O:13][CH2:14][CH3:15])=[O:12])=[CH:7]2, predict the reactants needed to synthesize it. The reactants are: [NH2:1][C:2]1[CH:3]=[C:4]([O:16][CH2:17][CH2:18][O:19][CH3:20])[CH:5]=[C:6]2[C:10]=1[NH:9][C:8]([C:11]([O:13][CH2:14][CH3:15])=[O:12])=[CH:7]2.[S:21]1[CH:25]=[CH:24][CH:23]=[C:22]1[S:26](Cl)(=[O:28])=[O:27]. (7) Given the product [C:51]([O:50][C:48]([N:47]([CH2:16][C:4]1[CH:5]=[CH:6][C:7]([O:8][Si:9]([C:12]([CH3:13])([CH3:14])[CH3:15])([CH3:10])[CH3:11])=[C:2]([Br:1])[CH:3]=1)[C:45]([NH:44][C:42]([O:41][C:37]([CH3:40])([CH3:39])[CH3:38])=[O:43])=[NH:46])=[O:49])([CH3:54])([CH3:53])[CH3:52], predict the reactants needed to synthesize it. The reactants are: [Br:1][C:2]1[CH:3]=[C:4]([CH2:16]O)[CH:5]=[CH:6][C:7]=1[O:8][Si:9]([C:12]([CH3:15])([CH3:14])[CH3:13])([CH3:11])[CH3:10].C1C=CC(P(C2C=CC=CC=2)C2C=CC=CC=2)=CC=1.[C:37]([O:41][C:42]([NH:44][C:45]([NH:47][C:48]([O:50][C:51]([CH3:54])([CH3:53])[CH3:52])=[O:49])=[NH:46])=[O:43])([CH3:40])([CH3:39])[CH3:38].CC(OC(/N=N/C(OC(C)C)=O)=O)C. (8) Given the product [C:1]([O:5][C:6]([NH:8][CH:9]1[CH2:10][CH2:11][C:12]2[CH:19]=[CH:18][CH:17]=[CH:16][C:13]=2[CH:14]2[O:25][CH:15]12)=[O:7])([CH3:4])([CH3:2])[CH3:3], predict the reactants needed to synthesize it. The reactants are: [C:1]([O:5][C:6]([NH:8][CH:9]1[CH:15]=[CH:14][C:13]2[CH:16]=[CH:17][CH:18]=[CH:19][C:12]=2[CH2:11][CH2:10]1)=[O:7])([CH3:4])([CH3:3])[CH3:2].ClC1C=C(C=CC=1)C(OO)=[O:25].O.O.O.O.O.S([O-])([O-])(=O)=S.[Na+].[Na+].C(=O)([O-])O.[Na+].